This data is from Reaction yield outcomes from USPTO patents with 853,638 reactions. The task is: Predict the reaction yield, written as a fraction of the theoretical maximum amount of product (1.0 means a 100% yield; for example, 0.34 means a 34% yield). (1) The reactants are [F:1][C:2]([F:18])([F:17])[C:3]1[CH:8]=[CH:7][CH:6]=[CH:5][C:4]=1[C:9]1[CH:14]=[CH:13][C:12]([CH:15]=[O:16])=[CH:11][CH:10]=1.[OH:19]O. The catalyst is C(O)=O. The product is [F:1][C:2]([F:17])([F:18])[C:3]1[CH:8]=[CH:7][CH:6]=[CH:5][C:4]=1[C:9]1[CH:14]=[CH:13][C:12]([C:15]([OH:19])=[O:16])=[CH:11][CH:10]=1. The yield is 0.690. (2) The reactants are Cl[C:2]1[CH:3]=[C:4]([NH:10][C:11]2[N:16]=[CH:15][C:14]([N:17]3[CH2:22][CH2:21][N:20]([C:23]([O:25][C:26]([CH3:29])([CH3:28])[CH3:27])=[O:24])[CH2:19][C@@H:18]3[CH3:30])=[CH:13][CH:12]=2)[C:5]([O:8][CH3:9])=[N:6][CH:7]=1.C([O:34][CH2:35][C:36]1[C:37]([N:45]2[CH2:56][CH2:55][N:54]3[C:47](=[CH:48][C:49]4[CH2:50][C:51]([CH3:58])([CH3:57])[CH2:52][C:53]=43)[C:46]2=[O:59])=[N:38][CH:39]=[CH:40][C:41]=1B(O)O)(=O)C.C1CCC(P(C2CCCCC2)C2CCCCC2)CC1.C([O-])([O-])=O.[Cs+].[Cs+].O.[OH-].[Li+]. The catalyst is C1C=CC(/C=C/C(/C=C/C2C=CC=CC=2)=O)=CC=1.C1C=CC(/C=C/C(/C=C/C2C=CC=CC=2)=O)=CC=1.C1C=CC(/C=C/C(/C=C/C2C=CC=CC=2)=O)=CC=1.[Pd].[Pd].O.O1CCOCC1. The product is [CH3:57][C:51]1([CH3:58])[CH2:50][C:49]2[CH:48]=[C:47]3[N:54]([CH2:55][CH2:56][N:45]([C:37]4[C:36]([CH2:35][OH:34])=[C:41]([C:2]5[CH:3]=[C:4]([NH:10][C:11]6[N:16]=[CH:15][C:14]([N:17]7[CH2:22][CH2:21][N:20]([C:23]([O:25][C:26]([CH3:27])([CH3:29])[CH3:28])=[O:24])[CH2:19][C@@H:18]7[CH3:30])=[CH:13][CH:12]=6)[C:5]([O:8][CH3:9])=[N:6][CH:7]=5)[CH:40]=[CH:39][N:38]=4)[C:46]3=[O:59])[C:53]=2[CH2:52]1. The yield is 0.270. (3) The catalyst is CN(C)C=O.O1CCCC1.O. The product is [C:14]([O:13][C:11](=[O:12])[N:10]([CH2:26][CH2:25][CH2:24][CH:18]1[CH2:23][CH2:22][CH:21]=[CH:20][CH2:19]1)[C:8]([O:7][C:3]([CH3:6])([CH3:5])[CH3:4])=[O:9])([CH3:17])([CH3:16])[CH3:15]. The reactants are [H-].[Na+].[C:3]([O:7][C:8]([NH:10][C:11]([O:13][C:14]([CH3:17])([CH3:16])[CH3:15])=[O:12])=[O:9])([CH3:6])([CH3:5])[CH3:4].[CH:18]1([CH2:24][CH2:25][CH2:26]OS(C2C=CC(C)=CC=2)(=O)=O)[CH2:23][CH2:22][CH:21]=[CH:20][CH2:19]1.C1(C)C=CC=CC=1.C1CCCCC1. The yield is 0.860.